This data is from Full USPTO retrosynthesis dataset with 1.9M reactions from patents (1976-2016). The task is: Predict the reactants needed to synthesize the given product. (1) Given the product [C:3]([C:5]1[CH:6]=[C:7]([CH:11]([CH3:17])[C:12]([O:14][CH3:15])=[O:13])[CH:8]=[CH:9][CH:10]=1)#[N:4], predict the reactants needed to synthesize it. The reactants are: [H-].[Na+].[C:3]([C:5]1[CH:6]=[C:7]([CH2:11][C:12]([O:14][CH3:15])=[O:13])[CH:8]=[CH:9][CH:10]=1)#[N:4].O1CCC[CH2:17]1. (2) Given the product [CH2:2]([S:4]([N:28]1[CH2:29][CH2:30][CH:26]([C:23]2[CH:24]=[CH:25][C:20]([C:19]([NH:18][CH2:17][C:14]3[CH:15]=[CH:16][N:11]4[CH:10]=[CH:9][N:8]=[C:12]4[CH:13]=3)=[O:31])=[CH:21][CH:22]=2)[CH2:27]1)(=[O:6])=[O:5])[CH3:1], predict the reactants needed to synthesize it. The reactants are: [CH3:1][CH:2]([S:4](Cl)(=[O:6])=[O:5])C.[N:8]1[CH:9]=[CH:10][N:11]2[CH:16]=[CH:15][C:14]([CH2:17][NH:18][C:19](=[O:31])[C:20]3[CH:25]=[CH:24][C:23]([CH:26]4[CH2:30][CH2:29][NH:28][CH2:27]4)=[CH:22][CH:21]=3)=[CH:13][C:12]=12.N1CC(C2C=CC(C(NCC3C=CN4C=CN=C4C=3)=O)=CC=2)C1. (3) Given the product [CH2:12]([C:5]1[C:4]([CH3:13])=[C:3]([O:2][CH3:1])[CH:11]=[CH:10][C:6]=1[C:7]([OH:9])=[O:8])[CH3:14], predict the reactants needed to synthesize it. The reactants are: [CH3:1][O:2][C:3]1[CH:11]=[CH:10][C:6]([C:7]([OH:9])=[O:8])=[C:5]([CH3:12])[C:4]=1[CH3:13].[CH:14]([Li])(CC)C.CI.O. (4) Given the product [N+:1]([C:4]1[CH:5]=[CH:6][C:7]([C@@H:10]([NH:12][C:17]2[C:16]3[N:20]=[CH:21][N:22]([C:15]=3[N:14]=[CH:13][N:18]=2)[C@@H:23]2[O:27][C@H:26]([CH2:28][OH:29])[C@@H:25]([OH:30])[C@H:24]2[OH:31])[CH3:11])=[CH:8][CH:9]=1)([O-:3])=[O:2], predict the reactants needed to synthesize it. The reactants are: [N+:1]([C:4]1[CH:9]=[CH:8][C:7]([C@@H:10]([NH2:12])[CH3:11])=[CH:6][CH:5]=1)([O-:3])=[O:2].[CH:13]1[N:18]=[C:17](Cl)[C:16]2[N:20]=[CH:21][N:22]([C@@H:23]3[O:27][C@H:26]([CH2:28][OH:29])[C@@H:25]([OH:30])[C@H:24]3[OH:31])[C:15]=2[N:14]=1. (5) The reactants are: [C:1]([O:5][CH2:6][CH:7]1[O:9][CH2:8]1)(=[O:4])[CH:2]=[CH2:3].[C:10]([O:15][CH2:16][CH2:17][OH:18])(=[O:14])[C:11]([CH3:13])=[CH2:12].[C:19]([O:22][C:23]1[CH:30]=[CH:29][C:26]([CH:27]=[CH2:28])=[CH:25][CH:24]=1)(=[O:21])[CH3:20].N(C(C)(CC)C([O-])=O)=NC(C)(CC)C([O-])=O. Given the product [C:1]([O:5][CH2:6][CH:7]1[O:9][CH2:8]1)(=[O:4])[CH:2]=[CH2:3].[C:10]([O:15][CH2:16][CH2:17][OH:18])(=[O:14])[C:11]([CH3:13])=[CH2:12].[C:19]([O:22][C:23]1[CH:30]=[CH:29][C:26]([CH:27]=[CH2:28])=[CH:25][CH:24]=1)(=[O:21])[CH3:20], predict the reactants needed to synthesize it. (6) The reactants are: [CH3:1][Li].[CH3:3][C:4]1[CH:11]=[CH:10][C:9]([N+:12]([O-:14])=[O:13])=[CH:8][C:5]=1[CH:6]=[O:7]. Given the product [CH3:3][C:4]1[CH:11]=[CH:10][C:9]([N+:12]([O-:14])=[O:13])=[CH:8][C:5]=1[CH:6]([OH:7])[CH3:1], predict the reactants needed to synthesize it.